This data is from Forward reaction prediction with 1.9M reactions from USPTO patents (1976-2016). The task is: Predict the product of the given reaction. (1) Given the reactants [N+:1]([C:4]1[CH:9]=[C:8]([NH2:10])[CH:7]=[CH:6][C:5]=1[NH2:11])([O-:3])=[O:2].[C:12](O[C:12]([O:14][C:15]([CH3:18])([CH3:17])[CH3:16])=[O:13])([O:14][C:15]([CH3:18])([CH3:17])[CH3:16])=[O:13].CCN(C(C)C)C(C)C, predict the reaction product. The product is: [NH2:11][C:5]1[CH:6]=[CH:7][C:8]([NH:10][C:12](=[O:13])[O:14][C:15]([CH3:18])([CH3:17])[CH3:16])=[CH:9][C:4]=1[N+:1]([O-:3])=[O:2]. (2) Given the reactants [CH2:1]([SH:8])[CH2:2][CH2:3][CH2:4][CH2:5][CH2:6][CH3:7].[CH2:9]([O:16][C:17]1[C:26]2[C:21](=[CH:22][CH:23]=[CH:24][CH:25]=2)[N:20]=[C:19]([CH2:27]OS(C2C=CC(C)=CC=2)(=O)=O)[C:18]=1[CH3:39])[C:10]1[CH:15]=[CH:14][CH:13]=[CH:12][CH:11]=1, predict the reaction product. The product is: [CH2:9]([O:16][C:17]1[C:26]2[C:21](=[CH:22][CH:23]=[CH:24][CH:25]=2)[N:20]=[C:19]([CH2:27][S:8][CH2:1][CH2:2][CH2:3][CH2:4][CH2:5][CH2:6][CH3:7])[C:18]=1[CH3:39])[C:10]1[CH:11]=[CH:12][CH:13]=[CH:14][CH:15]=1. (3) Given the reactants [CH3:1][O:2][C:3]1[CH:4]=[C:5]([C:9]2[N:10]=[C:11]3[N:15]([CH:16]=2)[CH:14]=[C:13]([C:17]([O:19]CC)=[O:18])[S:12]3)[CH:6]=[CH:7][CH:8]=1.[Li+].[OH-], predict the reaction product. The product is: [CH3:1][O:2][C:3]1[CH:4]=[C:5]([C:9]2[N:10]=[C:11]3[N:15]([CH:16]=2)[CH:14]=[C:13]([C:17]([OH:19])=[O:18])[S:12]3)[CH:6]=[CH:7][CH:8]=1. (4) Given the reactants C(ON=O)C(C)C.[C:8]([O:12][C:13]([N:15]1[CH2:20][CH2:19][C:18]2[N:21]=[C:22](N)[S:23][C:17]=2[CH2:16]1)=[O:14])([CH3:11])([CH3:10])[CH3:9].[Br-:25], predict the reaction product. The product is: [C:8]([O:12][C:13]([N:15]1[CH2:20][CH2:19][C:18]2[N:21]=[C:22]([Br:25])[S:23][C:17]=2[CH2:16]1)=[O:14])([CH3:11])([CH3:10])[CH3:9]. (5) The product is: [Br:1][C:2]1[C:3]([C:4]([N:69]([CH3:70])[CH3:66])=[O:5])=[CH:7][C:8]([O:21][CH2:22][C:23]2[CH:28]=[CH:27][CH:26]=[CH:25][CH:24]=2)=[C:9]([CH:10]=1)[C:11]([O:13][CH2:14][C:15]1[CH:20]=[CH:19][CH:18]=[CH:17][CH:16]=1)=[O:12]. Given the reactants [Br:1][C:2]1[CH:10]=[C:9]([C:11]([O:13][CH2:14][C:15]2[CH:20]=[CH:19][CH:18]=[CH:17][CH:16]=2)=[O:12])[C:8]([O:21][CH2:22][C:23]2[CH:28]=[CH:27][CH:26]=[CH:25][CH:24]=2)=[CH:7][C:3]=1[C:4](O)=[O:5].BrC1C(C=O)=CC(OCC2C=CC=CC=2)=C(C=1)C(OCC1C=CC=CC=1)=O.S(=O)(=O)(O)N.CC(CC)=C.[CH:66]([N:69](C(C)C)[CH2:70]C)(C)C.Cl.CNC.ON1C2N=CC=CC=2N=N1.C(Cl)CCl, predict the reaction product. (6) Given the reactants [NH2:1][C:2]1[N:7]=[C:6]([S:8][CH2:9][C:10]2[CH:11]=[C:12]([C:16](O)=[O:17])[CH:13]=[CH:14][CH:15]=2)[C:5]([C:19]#[N:20])=[C:4]([C:21]2[CH:26]=[CH:25][C:24]([F:27])=[CH:23][CH:22]=2)[C:3]=1[C:28]#[N:29].CN(C(ON1N=NC2C=CC=NC1=2)=[N+](C)C)C.F[P-](F)(F)(F)(F)F.[NH2:54][CH2:55][C@@H:56]([OH:59])[CH2:57][OH:58].C(N(CC)C(C)C)(C)C, predict the reaction product. The product is: [NH2:1][C:2]1[N:7]=[C:6]([S:8][CH2:9][C:10]2[CH:11]=[C:12]([C:16]([NH:54][CH2:55][C@@H:56]([OH:59])[CH2:57][OH:58])=[O:17])[CH:13]=[CH:14][CH:15]=2)[C:5]([C:19]#[N:20])=[C:4]([C:21]2[CH:26]=[CH:25][C:24]([F:27])=[CH:23][CH:22]=2)[C:3]=1[C:28]#[N:29]. (7) Given the reactants [S:1]1[C:5]2[C:6]([C:10]3[O:19][C:13]4=[C:14]([NH2:18])[N:15]=[CH:16][CH:17]=[C:12]4[CH:11]=3)=[CH:7][CH:8]=[CH:9][C:4]=2[CH:3]=[N:2]1.[I:20]C1C=NC(N)=C2OC(C3C=CC=C4C=3C=CN=C4)=CC=12, predict the reaction product. The product is: [S:1]1[C:5]2[C:6]([C:10]3[O:19][C:13]4=[C:14]([NH2:18])[N:15]=[CH:16][C:17]([I:20])=[C:12]4[CH:11]=3)=[CH:7][CH:8]=[CH:9][C:4]=2[CH:3]=[N:2]1.